The task is: Binary Classification. Given a miRNA mature sequence and a target amino acid sequence, predict their likelihood of interaction.. This data is from Experimentally validated miRNA-target interactions with 360,000+ pairs, plus equal number of negative samples. (1) The miRNA is hsa-miR-3616-3p with sequence CGAGGGCAUUUCAUGAUGCAGGC. The protein sequence of the target gene is MSRSAAASGGPRRPERHLPPAPCGAPGPPETCRTEPDGAGTMNKLRQSLRRRKPAYVPEASRPHQWQADEDAVRKGTCSFPVRYLGHVEVEESRGMHVCEDAVKKLKAMGRKSVKSVLWVSADGLRVVDDKTKDLLVDQTIEKVSFCAPDRNLDKAFSYICRDGTTRRWICHCFLALKDSGERLSHAVGCAFAACLERKQRREKECGVTAAFDASRTSFAREGSFRLSGGGRPAEREAPDKKKAEAAAAPTVAPGPAQPGHVSPTPATTSPGEKGEAGTPVAAGTTAAAIPRRHAPLEQL.... Result: 1 (interaction). (2) The miRNA is cel-miR-52-5p with sequence CACCCGUACAUAUGUUUCCGUGCU. The protein sequence of the target gene is MARRTEPPDGGWGWVVVLSAFFQSALVFGVLRSFGVFFVEFVAAFEEQAARVSWIASIGIAVQQFGSPVGSALSTKFGPRPVVMTGGILAALGMLLASFATSLTHLYLSIGLLSGSGWALTFAPTLACLSCYFSRRRSLATGLALTGVGLSSFTFAPFFQWLLSHYAWRGSLLLVSALSLHLVACGALLRPPSLAEDPAVGGPRAQLTSLLHHGPFLRYTVALTLINTGYFIPYLHLVAHLQDLDWDPLPAAFLLSVVAISDLVGRVVSGWLGDAVPGPVTRLLMLWTTLTGVSLALFPV.... Result: 0 (no interaction). (3) The miRNA is hsa-miR-6816-3p with sequence GAAGGACCUGCACCUUCG. The protein sequence of the target gene is MEAPAPAETAGCEELDMDVMRPLINEQNFDGSSDEEQEQTLVPIQKHYQLDGQHGISFLQTLVHLLKGNIGTGLLGLPLAIKNAGIVLGPISLVFIGIISVHCMHILVRCSHFLCQRFKKSTLGYSDTVSFAMEASPWSCLQRQAAWGRQVVDFFLVITQLGFCSVYIVFLAENVKQVHEGFLGSTPIVSNGSDLSHACERRSVDLRVYMLCFLPLIILLVFIRELKNLFVLSFLANISMAASLVIIYQYVVRNMPDPHNLPIVAGWKKYPLFFGTAVFAFEGIGVVLPLENQMRESKRF.... Result: 0 (no interaction). (4) The miRNA is mmu-miR-151-3p with sequence CUAGACUGAGGCUCCUUGAGG. The protein sequence of the target gene is MMEVESSYSDFISCDRTGRRNAVPDIQGDSEAVSVRKLAGDMGELALEGAEGQVEGSAPDKEAGNQPQSSDGTTSS. Result: 0 (no interaction). (5) The miRNA is cel-miR-791-3p with sequence UUUGGCACUCCGCAGAUAAGGCAA. The protein sequence of the target gene is MTTSRCSHLPEVLPDCTSSAAPVVKTVEDCGSLVNGQPQYVMQVSAKDGQLLSTVVRTLATQSPFNDRPMCRICHEGSSQEDLLSPCECTGTLGTIHRSCLEHWLSSSNTSYCELCHFRFAVERKPRPLVEWLRNPGPQHEKRTLFGDMVCFLFITPLATISGWLCLRGAVDHLHFSSRLEAVGLIALTVALFTIYLFWTLVSFRYHCRLYNEWRRTNQRVILLIPKSVNVPSNQPSLLGLHSVKRNSKETVV. Result: 0 (no interaction). (6) The miRNA is hsa-miR-107 with sequence AGCAGCAUUGUACAGGGCUAUCA. The protein sequence of the target gene is MGKVRGLRARVHQAAVRPKGEAAPGPAPPAPEATPPPASAAGKDWAFINTNIFARTKIDPSALVQKLELDVRSVTSVRRGEAGSSARSVPSIRRGAEAKTVLPKKEKMKLRREQWLQKIEAIKLAEQKHREERRRRATVVVGDLHPLRDALPELLGLEAGSRRQARSRESNKPRPSELSRMSAAQRQQLLEEERTRFQELLASPAYRASPLVAIGQTLARQMQLEDGGQL. Result: 1 (interaction).